From a dataset of Forward reaction prediction with 1.9M reactions from USPTO patents (1976-2016). Predict the product of the given reaction. Given the reactants [OH-].[Na+].[CH2:3]([O:5][C:6]1[CH:39]=[CH:38][CH:37]=[CH:36][C:7]=1[O:8][C@@H:9]1[CH2:14][CH2:13][CH2:12][N:11]([C:15]2[N:20]=[CH:19][C:18]([C:21]([NH:23][CH2:24][C:25]3[CH:26]=[C:27]([CH:32]=[C:33]([CH3:35])[CH:34]=3)[C:28]([O:30]C)=[O:29])=[O:22])=[CH:17][N:16]=2)[CH2:10]1)[CH3:4], predict the reaction product. The product is: [CH2:3]([O:5][C:6]1[CH:39]=[CH:38][CH:37]=[CH:36][C:7]=1[O:8][C@@H:9]1[CH2:14][CH2:13][CH2:12][N:11]([C:15]2[N:16]=[CH:17][C:18]([C:21]([NH:23][CH2:24][C:25]3[CH:26]=[C:27]([CH:32]=[C:33]([CH3:35])[CH:34]=3)[C:28]([OH:30])=[O:29])=[O:22])=[CH:19][N:20]=2)[CH2:10]1)[CH3:4].